From a dataset of Catalyst prediction with 721,799 reactions and 888 catalyst types from USPTO. Predict which catalyst facilitates the given reaction. (1) Reactant: [CH2:1]([C:3]1[C:11]2[C:6](=[CH:7][CH:8]=[CH:9][C:10]=2[NH:12][C:13]([C:15]2[N:19]3[CH:20]=[CH:21][C:22]([C:24]([NH:26][CH:27]4[CH2:31][CH2:30][NH:29][CH2:28]4)=[O:25])=[CH:23][C:18]3=[N:17][CH:16]=2)=[O:14])[N:5]([CH2:32][C:33]2[CH:38]=[CH:37][CH:36]=[C:35]([CH3:39])[N:34]=2)[N:4]=1)[CH3:2].C=O.[BH-](OC(C)=O)(OC(C)=O)O[C:44](C)=O.[Na+]. The catalyst class is: 61. Product: [CH2:1]([C:3]1[C:11]2[C:6](=[CH:7][CH:8]=[CH:9][C:10]=2[NH:12][C:13]([C:15]2[N:19]3[CH:20]=[CH:21][C:22]([C:24]([NH:26][CH:27]4[CH2:31][CH2:30][N:29]([CH3:44])[CH2:28]4)=[O:25])=[CH:23][C:18]3=[N:17][CH:16]=2)=[O:14])[N:5]([CH2:32][C:33]2[CH:38]=[CH:37][CH:36]=[C:35]([CH3:39])[N:34]=2)[N:4]=1)[CH3:2]. (2) Reactant: [CH3:1][O:2][C:3](=[O:25])[C:4]1[CH:9]=[C:8]([C:10]2[N:11]=[N:12][N:13]([CH2:15][Si](C)(C)C)[CH:14]=2)[C:7]([C:20]([F:23])([F:22])[F:21])=[CH:6][C:5]=1[NH2:24].CCCC[N+](CCCC)(CCCC)CCCC.[F-]. Product: [CH3:1][O:2][C:3](=[O:25])[C:4]1[CH:9]=[C:8]([C:10]2[N:11]=[N:12][N:13]([CH3:15])[CH:14]=2)[C:7]([C:20]([F:23])([F:21])[F:22])=[CH:6][C:5]=1[NH2:24]. The catalyst class is: 1.